From a dataset of Catalyst prediction with 721,799 reactions and 888 catalyst types from USPTO. Predict which catalyst facilitates the given reaction. (1) Reactant: [C:1]([O:5][C:6](=[O:23])[NH:7][C@H:8]([CH2:20][CH:21]=[CH2:22])[CH2:9][O:10][CH2:11][C:12]1[CH:17]=[CH:16][CH:15]=[CH:14][C:13]=1[CH2:18]O)([CH3:4])([CH3:3])[CH3:2].P(Br)(Br)[Br:25]. Product: [C:1]([O:5][C:6](=[O:23])[NH:7][C@H:8]([CH2:20][CH:21]=[CH2:22])[CH2:9][O:10][CH2:11][C:12]1[CH:17]=[CH:16][CH:15]=[CH:14][C:13]=1[CH2:18][Br:25])([CH3:4])([CH3:3])[CH3:2]. The catalyst class is: 53. (2) Product: [Br:1][C:2]1[CH:3]=[C:4]([O:11][CH2:20][CH:19]=[CH2:18])[C:5](/[CH:8]=[CH:9]\[CH3:10])=[N:6][CH:7]=1. Reactant: [Br:1][C:2]1[CH:3]=[C:4]([OH:11])[C:5](/[CH:8]=[CH:9]\[CH3:10])=[N:6][CH:7]=1.C(=O)([O-])[O-].[K+].[K+].[CH2:18](I)[CH:19]=[CH2:20]. The catalyst class is: 3. (3) Reactant: [Br:1][C:2]1[CH:3]=[C:4]([CH:7]=[C:8]([Br:10])[CH:9]=1)[CH:5]=[O:6].[BH4-].[Na+]. Product: [Br:1][C:2]1[CH:3]=[C:4]([CH:7]=[C:8]([Br:10])[CH:9]=1)[CH2:5][OH:6]. The catalyst class is: 5. (4) Reactant: [Br:1][C:2]1[CH:10]=[CH:9][C:5]([C:6]([OH:8])=O)=[C:4]([CH3:11])[CH:3]=1.O=S(Cl)Cl.[CH:16]1([NH2:19])[CH2:18][CH2:17]1.N1C=CC=CC=1. Product: [Br:1][C:2]1[CH:10]=[CH:9][C:5]([C:6]([NH:19][CH:16]2[CH2:18][CH2:17]2)=[O:8])=[C:4]([CH3:11])[CH:3]=1. The catalyst class is: 25. (5) Reactant: [Cl:1][C:2]1[N:7]=[N:6][C:5]([NH2:8])=[CH:4][CH:3]=1.[CH3:9][O:10][C:11](=[O:17])[C:12](=O)[CH:13](Br)[CH3:14]. Product: [CH3:9][O:10][C:11]([C:12]1[N:8]=[C:5]2[CH:4]=[CH:3][C:2]([Cl:1])=[N:7][N:6]2[C:13]=1[CH3:14])=[O:17]. The catalyst class is: 57. (6) Reactant: [CH3:1][O:2][C:3]([C@@H:5]([N:13]1[CH2:18][C:17]2[CH:19]=[CH:20][S:21][C:16]=2[CH2:15][CH2:14]1)[C:6]1[C:11]([Cl:12])=[CH:10][CH:9]=[CH:8][CH:7]=1)=[O:4].S(=O)(=O)(O)O. Product: [CH3:1][O:2][C:3]([C@@H:5]([N:13]1[CH2:18][C:17]2[CH:19]=[CH:20][S:21][C:16]=2[CH2:15][CH2:14]1)[C:6]1[CH:7]=[CH:8][CH:9]=[CH:10][C:11]=1[Cl:12])=[O:4].[S:21]1[C:16]2[CH2:15][CH2:14][NH:13][CH2:18][C:17]=2[CH:19]=[CH:20]1. The catalyst class is: 13.